Dataset: NCI-60 drug combinations with 297,098 pairs across 59 cell lines. Task: Regression. Given two drug SMILES strings and cell line genomic features, predict the synergy score measuring deviation from expected non-interaction effect. Drug 1: C1C(C(OC1N2C=NC3=C(N=C(N=C32)Cl)N)CO)O. Synergy scores: CSS=26.5, Synergy_ZIP=-9.24, Synergy_Bliss=-8.58, Synergy_Loewe=-37.2, Synergy_HSA=-6.99. Drug 2: C(CCl)NC(=O)N(CCCl)N=O. Cell line: KM12.